Predict which catalyst facilitates the given reaction. From a dataset of Catalyst prediction with 721,799 reactions and 888 catalyst types from USPTO. (1) Reactant: [F:1][C:2]1[CH:3]=[CH:4][C:5]2[C:6]3[C:11]([CH:12]([CH3:27])[N:13]([S:16]([C:19]4[CH:24]=[CH:23][CH:22]=[C:21]([O:25]C)[CH:20]=4)(=[O:18])=[O:17])[C:14]=2[CH:15]=1)=[CH:10][CH:9]=[C:8]([F:28])[CH:7]=3.C1CCCCC=1.B(Br)(Br)Br. Product: [F:1][C:2]1[CH:3]=[CH:4][C:5]2[C:6]3[C:11]([CH:12]([CH3:27])[N:13]([S:16]([C:19]4[CH:20]=[C:21]([OH:25])[CH:22]=[CH:23][CH:24]=4)(=[O:18])=[O:17])[C:14]=2[CH:15]=1)=[CH:10][CH:9]=[C:8]([F:28])[CH:7]=3. The catalyst class is: 4. (2) Reactant: [Br:1][C:2]1[CH:12]=[CH:11][C:10]2[C:13]3[C:3]=1C[CH:5](O)[C:6]=3[CH:7]=[CH:8][CH:9]=2.S(Cl)(Cl)=O.O=C1N(C2CCNCC2)C2C=CC=CC=2N1.[C:35](=[O:38])([O-])[O-].[K+].[K+].[I-].[Na+]. Product: [Br:1][C:2]1[C:3]2=[C:13]3[C:10]([CH:9]=[CH:8][CH:7]=[C:6]3[CH2:5][C:35]2=[O:38])=[CH:11][CH:12]=1. The catalyst class is: 22. (3) Product: [P:8]([O:23][Na:24])([C:9]([C:10]([F:13])([F:12])[F:11])([F:15])[F:14])[C:2]([C:3]([F:6])([F:5])[F:4])([F:7])[F:1]. The catalyst class is: 149. Reactant: [F:1][C:2]([P:8](C(F)(F)C(F)(F)F)[C:9]([F:15])([F:14])[C:10]([F:13])([F:12])[F:11])([F:7])[C:3]([F:6])([F:5])[F:4].[OH-:23].[Na+:24].